This data is from Catalyst prediction with 721,799 reactions and 888 catalyst types from USPTO. The task is: Predict which catalyst facilitates the given reaction. Reactant: [CH3:1][O:2][CH2:3][CH:4]([OH:6])[CH3:5].[S:7](Cl)([C:10]1[CH:16]=[CH:15][C:13]([CH3:14])=[CH:12][CH:11]=1)(=[O:9])=[O:8].Cl. Product: [CH3:1][O:2][CH2:3][CH:4]([O:6][S:7]([C:10]1[CH:16]=[CH:15][C:13]([CH3:14])=[CH:12][CH:11]=1)(=[O:9])=[O:8])[CH3:5]. The catalyst class is: 17.